This data is from Reaction yield outcomes from USPTO patents with 853,638 reactions. The task is: Predict the reaction yield, written as a fraction of the theoretical maximum amount of product (1.0 means a 100% yield; for example, 0.34 means a 34% yield). (1) The reactants are [C:1]([C:5]1[O:9][N:8]=[C:7]([NH:10][C:11](=[O:21])[CH2:12][C:13]2[CH:18]=[CH:17][C:16](Cl)=[C:15]([F:20])[CH:14]=2)[CH:6]=1)([CH3:4])([CH3:3])[CH3:2].C(C1O[N:29]=[C:28]([NH:31][C:32](=O)[CH:33]([C:35]2[CH:40]=CC(Cl)=CC=2)C)C=1)(C)(C)C. No catalyst specified. The product is [NH2:29][C:28]1[N:31]=[CH:32][C:33]([C:16]2[CH:17]=[CH:18][C:13]([CH2:12][C:11]([NH:10][C:7]3[CH:6]=[C:5]([C:1]([CH3:4])([CH3:3])[CH3:2])[O:9][N:8]=3)=[O:21])=[CH:14][C:15]=2[F:20])=[CH:35][CH:40]=1. The yield is 0.100. (2) The reactants are [Cl:1][CH2:2]C(CCl)=O.[CH2:7]([O:14][C:15]([NH:17][C@H:18]([C:26]([OH:28])=O)[CH2:19][C:20]1[CH:25]=[CH:24][CH:23]=[CH:22][CH:21]=1)=[O:16])[C:8]1[CH:13]=[CH:12][CH:11]=[CH:10][CH:9]=1.[BH4-].[Na+]. The catalyst is CO.O1CCCC1. The product is [CH2:7]([O:14][C:15]([NH:17][C@@H:18]([CH2:19][C:20]1[CH:21]=[CH:22][CH:23]=[CH:24][CH:25]=1)[C@H:26]([OH:28])[CH2:2][Cl:1])=[O:16])[C:8]1[CH:9]=[CH:10][CH:11]=[CH:12][CH:13]=1. The yield is 0.430. (3) The reactants are [C:1]([N:4]1[CH2:11][C:10]2[CH:12]=[CH:13][C:14]([C:16]3[O:20][CH:19]=[N:18][CH:17]=3)=[CH:15][C:9]=2[CH:8]=[CH:7][C:6]2[CH:21]=[CH:22][CH:23]=[CH:24][C:5]1=2)(=[O:3])[CH3:2]. The catalyst is CO.[OH-].[Pd+2].[OH-]. The product is [C:1]([N:4]1[CH2:11][C:10]2[CH:12]=[CH:13][C:14]([C:16]3[O:20][CH:19]=[N:18][CH:17]=3)=[CH:15][C:9]=2[CH2:8][CH2:7][C:6]2[CH:21]=[CH:22][CH:23]=[CH:24][C:5]1=2)(=[O:3])[CH3:2]. The yield is 0.690. (4) The reactants are [C:1]([O:5][C:6](=[O:31])[N:7]([CH2:14][C:15]1[CH:20]=[CH:19][C:18]([C:21]2[S:29][C:28]3[C:23](=[N:24][CH:25]=[CH:26][C:27]=3Cl)[CH:22]=2)=[CH:17][CH:16]=1)[CH2:8][CH:9]1[CH2:13][CH2:12][CH2:11][O:10]1)([CH3:4])([CH3:3])[CH3:2].[F:32][C:33]1[CH:38]=[C:37]([N+:39]([O-:41])=[O:40])[CH:36]=[CH:35][C:34]=1[OH:42].C(=O)([O-])[O-].[K+].[K+]. The catalyst is O(C1C=CC=CC=1)C1C=CC=CC=1.C(Cl)Cl. The product is [F:32][C:33]1[CH:38]=[C:37]([N+:39]([O-:41])=[O:40])[CH:36]=[CH:35][C:34]=1[O:42][C:27]1[CH:26]=[CH:25][N:24]=[C:23]2[CH:22]=[C:21]([C:18]3[CH:19]=[CH:20][C:15]([CH2:14][N:7]([CH2:8][CH:9]4[CH2:13][CH2:12][CH2:11][O:10]4)[C:6](=[O:31])[O:5][C:1]([CH3:4])([CH3:3])[CH3:2])=[CH:16][CH:17]=3)[S:29][C:28]=12. The yield is 0.200. (5) The reactants are [S:1]1[C:5]2[CH:6]=[CH:7][CH:8]=[C:9]([CH2:10][N:11]([CH2:44][CH:45](OCC)OCC)[C:12]([CH:14]([NH:27][C:28](=[O:43])[CH2:29][CH:30]([NH:32][C:33]([NH:35][CH2:36][C:37]3[CH:42]=[CH:41][CH:40]=[CH:39][CH:38]=3)=[O:34])[CH3:31])[CH2:15][C:16]3[CH:21]=[CH:20][C:19]([O:22]C(C)(C)C)=[CH:18][CH:17]=3)=[O:13])[C:4]=2[N:3]=[CH:2]1. The catalyst is C(O)=O. The product is [CH2:36]([NH:35][C:33]([N:32]1[CH:30]([CH3:31])[CH2:29][C:28](=[O:43])[N:27]2[CH:14]([CH2:15][C:16]3[CH:17]=[CH:18][C:19]([OH:22])=[CH:20][CH:21]=3)[C:12](=[O:13])[N:11]([CH2:10][C:9]3[C:4]4[N:3]=[CH:2][S:1][C:5]=4[CH:6]=[CH:7][CH:8]=3)[CH2:44][CH:45]12)=[O:34])[C:37]1[CH:42]=[CH:41][CH:40]=[CH:39][CH:38]=1. The yield is 0.320. (6) The reactants are [CH3:1][CH:2]1[CH2:11][C:10]2[N:9]=[N:8][C:7]([C:12]3[CH:17]=[CH:16][CH:15]=[C:14]([C:18]([F:21])([F:20])[F:19])[CH:13]=3)=[CH:6][C:5]=2[CH:4]([OH:22])[CH2:3]1.[C:23](OC(=O)C)(=[O:25])[CH3:24]. The yield is 0.823. The product is [C:23]([O:22][CH:4]1[CH2:3][CH:2]([CH3:1])[CH2:11][C:10]2[N:9]=[N:8][C:7]([C:12]3[CH:17]=[CH:16][CH:15]=[C:14]([C:18]([F:21])([F:20])[F:19])[CH:13]=3)=[CH:6][C:5]1=2)(=[O:25])[CH3:24]. The catalyst is N1C=CC=CC=1. (7) The yield is 1.01. The catalyst is CO. The product is [CH3:1][O:2][CH2:3][CH:4]1[O:8][C:7]2([CH2:13][CH2:12][CH2:11][CH2:10][CH2:9]2)[O:6][CH:5]1[CH:14]=[N:18][OH:16]. The reactants are [CH3:1][O:2][CH2:3][C@@H:4]1[O:8][C:7]2([CH2:13][CH2:12][CH2:11][CH2:10][CH2:9]2)[O:6][C@H:5]1[CH:14]=O.[OH2:16].Cl.[NH2:18]O.C([O-])([O-])=O.[Na+].[Na+]. (8) The reactants are [CH2:1]([O:8][C:9]1[CH:18]=[C:17]([O:19][CH2:20][C:21]2[CH:26]=[CH:25][CH:24]=[CH:23][CH:22]=2)[C:16]([S:27](=[O:34])(=[O:33])[N:28]([CH3:32])[CH2:29][CH2:30][CH3:31])=[CH:15][C:10]=1[C:11]([O:13]C)=[O:12])[C:2]1[CH:7]=[CH:6][CH:5]=[CH:4][CH:3]=1.[OH-].[Na+]. The catalyst is CO.C1COCC1. The product is [CH2:1]([O:8][C:9]1[CH:18]=[C:17]([O:19][CH2:20][C:21]2[CH:22]=[CH:23][CH:24]=[CH:25][CH:26]=2)[C:16]([S:27](=[O:33])(=[O:34])[N:28]([CH3:32])[CH2:29][CH2:30][CH3:31])=[CH:15][C:10]=1[C:11]([OH:13])=[O:12])[C:2]1[CH:7]=[CH:6][CH:5]=[CH:4][CH:3]=1. The yield is 1.00.